Dataset: Full USPTO retrosynthesis dataset with 1.9M reactions from patents (1976-2016). Task: Predict the reactants needed to synthesize the given product. (1) Given the product [CH3:18][C:14]1[CH:13]=[C:12]([CH:17]=[CH:16][CH:15]=1)[C:11]([N:10]=[C:2]1[N:3]([CH2:21][C:22]([O:24][CH2:25][CH3:26])=[O:23])[C:4]2[CH:9]=[CH:8][CH:7]=[CH:6][C:5]=2[S:1]1)=[O:19], predict the reactants needed to synthesize it. The reactants are: [S:1]1[C:5]2[CH:6]=[CH:7][CH:8]=[CH:9][C:4]=2[N:3]=[C:2]1[NH:10][C:11](=[O:19])[C:12]1[CH:17]=[CH:16][CH:15]=[C:14]([CH3:18])[CH:13]=1.Br[CH2:21][C:22]([O:24][CH2:25][CH3:26])=[O:23].C(=O)([O-])[O-].[K+].[K+]. (2) Given the product [CH:18]1[C:19]2[CH2:20][C:21]3[C:26](=[CH:25][CH:24]=[CH:23][CH:22]=3)[C:27]=2[CH:28]=[CH:29][C:17]=1/[C:15](/[CH3:16])=[CH:14]/[CH2:13][O:12][C:9]1[CH:8]=[CH:7][C:6]([CH2:5][C:4]([OH:30])=[O:3])=[CH:11][CH:10]=1, predict the reactants needed to synthesize it. The reactants are: C([O:3][C:4](=[O:30])[CH2:5][C:6]1[CH:11]=[CH:10][C:9]([O:12][CH2:13]/[CH:14]=[C:15](/[C:17]2[CH:29]=[CH:28][C:27]3[C:26]4[C:21](=[CH:22][CH:23]=[CH:24][CH:25]=4)[CH2:20][C:19]=3[CH:18]=2)\[CH3:16])=[CH:8][CH:7]=1)C.CO. (3) The reactants are: [OH:1][CH:2]1[CH:12]2[CH:5]([CH2:6][O:7][Si:8]([CH:22]([CH3:24])[CH3:23])([CH:19]([CH3:21])[CH3:20])[O:9][Si:10]([CH:16]([CH3:18])[CH3:17])([CH:13]([CH3:15])[CH3:14])[O:11]2)[O:4][CH:3]1[N:25]1[CH:30]=[CH:29][C:28](=[O:31])[NH:27][C:26]1=[O:32].[C:33](OC(=O)C)(=[O:35])[CH3:34].C(N(CC)CC)C.CO. Given the product [O:32]=[C:26]1[NH:27][C:28](=[O:31])[CH:29]=[CH:30][N:25]1[CH:3]1[O:4][CH:5]2[CH2:6][O:7][Si:8]([CH:22]([CH3:23])[CH3:24])([CH:19]([CH3:21])[CH3:20])[O:9][Si:10]([CH:16]([CH3:17])[CH3:18])([CH:13]([CH3:14])[CH3:15])[O:11][CH:12]2[CH:2]1[O:1][C:33](=[O:35])[CH3:34], predict the reactants needed to synthesize it. (4) Given the product [CH2:6]([O:13][C:14]1[C:15]([C:31]([O:33][CH3:34])=[O:32])=[N:16][C:17]([C:20]2[CH:25]=[CH:24][C:23]([O:26][CH3:27])=[C:22]([CH:28]3[C:49]4[C:57](=[O:59])[CH2:58][C:46]([CH3:56])([CH3:51])[CH2:47][C:48]=4[O:42][C:40]4[CH2:41][C:36]([CH3:44])([CH3:35])[CH2:37][C:38](=[O:43])[C:39]3=4)[C:21]=2[CH3:30])=[CH:18][CH:19]=1)[C:7]1[CH:8]=[CH:9][CH:10]=[CH:11][CH:12]=1, predict the reactants needed to synthesize it. The reactants are: N1CCCC1.[CH2:6]([O:13][C:14]1[C:15]([C:31]([O:33][CH3:34])=[O:32])=[N:16][C:17]([C:20]2[CH:25]=[CH:24][C:23]([O:26][CH3:27])=[C:22]([CH:28]=O)[C:21]=2[CH3:30])=[CH:18][CH:19]=1)[C:7]1[CH:12]=[CH:11][CH:10]=[CH:9][CH:8]=1.[CH3:35][C:36]1([CH3:44])[CH2:41][C:40](=[O:42])[CH2:39][C:38](=[O:43])[CH2:37]1.O.[C:46]1([CH3:56])[CH:51]=C[C:49](S(O)(=O)=O)=[CH:48][CH:47]=1.[CH2:57]([OH:59])[CH3:58]. (5) Given the product [Cl:15][CH2:14][CH2:13][CH2:12][CH2:11][O:9][C:4]1[CH:5]=[CH:6][C:7]([CH3:8])=[C:2]([CH3:1])[CH:3]=1, predict the reactants needed to synthesize it. The reactants are: [CH3:1][C:2]1[CH:3]=[C:4]([OH:9])[CH:5]=[CH:6][C:7]=1[CH3:8].Br[CH2:11][CH2:12][CH2:13][CH2:14][Cl:15]. (6) Given the product [I:1][C:2]1[CH:3]=[CH:4][C:5]2[N:6]([CH:8]=[C:9]([C:11]3[CH:18]=[CH:17][C:14]([C:15](=[S:21])[NH2:16])=[CH:13][CH:12]=3)[N:10]=2)[CH:7]=1, predict the reactants needed to synthesize it. The reactants are: [I:1][C:2]1[CH:3]=[CH:4][C:5]2[N:6]([CH:8]=[C:9]([C:11]3[CH:18]=[CH:17][C:14]([C:15]#[N:16])=[CH:13][CH:12]=3)[N:10]=2)[CH:7]=1.C(N)(=[S:21])C.Cl.